From a dataset of Catalyst prediction with 721,799 reactions and 888 catalyst types from USPTO. Predict which catalyst facilitates the given reaction. (1) Reactant: [C:1]([O:5][C:6]([N:8]1[CH2:13][CH2:12][NH:11][C:10](=[O:14])[CH2:9]1)=[O:7])([CH3:4])([CH3:3])[CH3:2].[H-].[Na+].[CH3:17]I. Product: [C:1]([O:5][C:6]([N:8]1[CH2:13][CH2:12][N:11]([CH3:17])[C:10](=[O:14])[CH2:9]1)=[O:7])([CH3:4])([CH3:2])[CH3:3]. The catalyst class is: 3. (2) Reactant: [Cl:1][C:2]1[CH:7]=[CH:6][CH:5]=[C:4]([Cl:8])[C:3]=1[C:9]([NH:11][C@H:12]([C:34]([O:36]C)=[O:35])[CH2:13][C:14]1[CH:19]=[CH:18][C:17]([O:20][CH2:21][CH2:22][C:23]2[CH:28]=[CH:27][CH:26]=[C:25]([NH:29][CH2:30][CH2:31][O:32][CH3:33])[N:24]=2)=[CH:16][CH:15]=1)=[O:10].[Li+].[OH-]. Product: [Cl:1][C:2]1[CH:7]=[CH:6][CH:5]=[C:4]([Cl:8])[C:3]=1[C:9]([NH:11][C@H:12]([C:34]([OH:36])=[O:35])[CH2:13][C:14]1[CH:15]=[CH:16][C:17]([O:20][CH2:21][CH2:22][C:23]2[CH:28]=[CH:27][CH:26]=[C:25]([NH:29][CH2:30][CH2:31][O:32][CH3:33])[N:24]=2)=[CH:18][CH:19]=1)=[O:10]. The catalyst class is: 287. (3) Reactant: [C:1]1([C:7]2[N:8]=[C:9]([NH2:12])[S:10][CH:11]=2)[CH:6]=[CH:5][CH:4]=[CH:3][CH:2]=1.C(O)(=O)C.[I:17]Cl. Product: [I:17][C:11]1[S:10][C:9]([NH2:12])=[N:8][C:7]=1[C:1]1[CH:2]=[CH:3][CH:4]=[CH:5][CH:6]=1. The catalyst class is: 2. (4) Reactant: [Cl:1][C:2]1[CH:7]=[CH:6][CH:5]=[C:4]([Cl:8])[C:3]=1[C:9](=[O:20])[C:10]([NH:12][CH2:13][C:14]1[N:19]=[CH:18][CH:17]=[CH:16][N:15]=1)=O. Product: [Cl:1][C:2]1[CH:7]=[CH:6][CH:5]=[C:4]([Cl:8])[C:3]=1[C:9]([C:10]1[N:15]2[CH:16]=[CH:17][CH:18]=[N:19][C:14]2=[CH:13][N:12]=1)=[O:20]. The catalyst class is: 265. (5) The catalyst class is: 14. Reactant: Cl[C:2]1[CH:7]=[CH:6][NH:5][C:4](=[O:8])[C:3]=1[C:9]1[NH:10][C:11]2[C:19]([N:20]=1)=[CH:18][C:17]1[C:16](=[O:21])[N:15]([CH:22]3[CH2:27][CH2:26][N:25]([CH2:28][CH3:29])[CH2:24][CH2:23]3)[C:14](=[O:30])[C:13]=1[CH:12]=2.[NH2:31][CH2:32][C@@H:33]([OH:44])[CH2:34][O:35][C:36]1[CH:41]=[CH:40][C:39]([CH3:42])=[CH:38][C:37]=1[CH3:43].CCN(CC)CC. Product: [CH3:43][C:37]1[CH:38]=[C:39]([CH3:42])[CH:40]=[CH:41][C:36]=1[O:35][CH2:34][C@H:33]([OH:44])[CH2:32][NH:31][C:2]1[CH:7]=[CH:6][NH:5][C:4](=[O:8])[C:3]=1[C:9]1[NH:10][C:11]2[C:19]([N:20]=1)=[CH:18][C:17]1[C:16](=[O:21])[N:15]([CH:22]3[CH2:27][CH2:26][N:25]([CH2:28][CH3:29])[CH2:24][CH2:23]3)[C:14](=[O:30])[C:13]=1[CH:12]=2. (6) Reactant: [OH:1][C@H:2]1[CH2:6][N:5]([C:7]([O:9][C:10]([CH3:13])([CH3:12])[CH3:11])=[O:8])[C@H:4]([C:14]([O:16][CH3:17])=[O:15])[CH2:3]1.[C:18]([N:25]1[CH:29]=[CH:28]N=[CH:26]1)(N1C=CN=C1)=[O:19].[CH:30]([C:32]1C=[CH:39][CH:38]=[C:37]2[C:33]=1CNC2)=[CH2:31].S(=O)(=O)(O)[O-].[K+]. Product: [CH:38]([C:37]1[CH:33]=[CH:32][CH:30]=[C:31]2[C:28]=1[CH2:29][N:25]([C:18]([O:1][C@H:2]1[CH2:6][N:5]([C:7]([O:9][C:10]([CH3:11])([CH3:12])[CH3:13])=[O:8])[C@H:4]([C:14]([O:16][CH3:17])=[O:15])[CH2:3]1)=[O:19])[CH2:26]2)=[CH2:39]. The catalyst class is: 18.